This data is from Reaction yield outcomes from USPTO patents with 853,638 reactions. The task is: Predict the reaction yield, written as a fraction of the theoretical maximum amount of product (1.0 means a 100% yield; for example, 0.34 means a 34% yield). (1) The reactants are [C:1]1([CH3:11])[CH:6]=[CH:5][C:4]([CH:7]=[CH:8][CH2:9][OH:10])=[CH:3][CH:2]=1.[CH3:12]S(N[C@@H]1CCCC[C@H]1NS(C)(=O)=O)(=O)=O.C([Zn]CC)C.ICI. The catalyst is C(Cl)Cl.[I-].[Zn+2].[I-].CC(=O)OCC. The product is [C:1]1([CH3:11])[CH:2]=[CH:3][C:4]([CH:7]2[CH2:12][CH:8]2[CH2:9][OH:10])=[CH:5][CH:6]=1. The yield is 0.821. (2) The reactants are [CH3:1][Si:2]([C:5]#[CH:6])([CH3:4])[CH3:3].[CH3:7][O:8][C:9](=[O:18])[C:10]1[CH:15]=[C:14](I)[C:13]([NH2:17])=[N:12][CH:11]=1.C(N(C(C)C)CC)(C)C. The catalyst is CN(C)C=O.[Cu]I.C1C=CC([P]([Pd]([P](C2C=CC=CC=2)(C2C=CC=CC=2)C2C=CC=CC=2)([P](C2C=CC=CC=2)(C2C=CC=CC=2)C2C=CC=CC=2)[P](C2C=CC=CC=2)(C2C=CC=CC=2)C2C=CC=CC=2)(C2C=CC=CC=2)C2C=CC=CC=2)=CC=1. The product is [CH3:7][O:8][C:9](=[O:18])[C:10]1[CH:15]=[C:14]([C:6]#[C:5][Si:2]([CH3:4])([CH3:3])[CH3:1])[C:13]([NH2:17])=[N:12][CH:11]=1. The yield is 0.720. (3) The reactants are [Cl:1][C:2]1[CH:7]=[CH:6][N:5]=[CH:4][C:3]=1[N+:8]([O-:10])=[O:9].[NH4+:11].[Mn]([O-])(=O)(=O)=O.[K+]. No catalyst specified. The product is [Cl:1][C:2]1[C:3]([N+:8]([O-:10])=[O:9])=[CH:4][N:5]=[C:6]([NH2:11])[CH:7]=1. The yield is 0.330. (4) The reactants are C([N:8]1[CH2:31][CH:30]([C:32]([OH:35])([CH3:34])[CH3:33])[O:29][C:10]2([CH2:15][CH2:14][N:13]([C:16]([C:18]3[CH:23]=[CH:22][C:21]([O:24][CH:25]([CH3:27])[CH3:26])=[C:20]([CH3:28])[CH:19]=3)=[O:17])[CH2:12][CH2:11]2)[CH2:9]1)C1C=CC=CC=1.C([O-])=O.[NH4+]. The catalyst is C(O)C.[Pd]. The product is [OH:35][C:32]([CH:30]1[CH2:31][NH:8][CH2:9][C:10]2([CH2:15][CH2:14][N:13]([C:16]([C:18]3[CH:23]=[CH:22][C:21]([O:24][CH:25]([CH3:26])[CH3:27])=[C:20]([CH3:28])[CH:19]=3)=[O:17])[CH2:12][CH2:11]2)[O:29]1)([CH3:34])[CH3:33]. The yield is 0.940. (5) The reactants are [O:1]1[CH2:6][CH2:5][NH:4][C:3]2[CH:7]=[N:8][CH:9]=[CH:10][C:2]1=2.C(N(C(C)C)CC)(C)C.[Cl:20][C:21]1[CH:22]=[C:23]([S:29](Cl)(=[O:31])=[O:30])[CH:24]=[C:25]([Cl:28])[C:26]=1[OH:27]. The catalyst is O1CCCC1. The product is [Cl:28][C:25]1[CH:24]=[C:23]([S:29]([N:4]2[CH2:5][CH2:6][O:1][C:2]3[CH:10]=[CH:9][N:8]=[CH:7][C:3]2=3)(=[O:31])=[O:30])[CH:22]=[C:21]([Cl:20])[C:26]=1[OH:27]. The yield is 0.0340. (6) The reactants are [F:1][C:2]1[CH:7]=[CH:6][C:5]([F:8])=[CH:4][C:3]=1[C:9]1[CH:18]=[CH:17][C:16]2[C:11](=[CH:12][CH:13]=[C:14]([O:19]C)[CH:15]=2)[C:10]=1[C:21]([C:23]1[CH:28]=[CH:27][C:26]([O:29][CH2:30][CH2:31][N:32]2[CH2:37][CH2:36][CH2:35][CH2:34][CH2:33]2)=[CH:25][CH:24]=1)=[O:22].B(Br)(Br)Br.C(#N)C.C(=O)(O)[O-].[Na+]. The catalyst is C(Cl)Cl. The product is [F:1][C:2]1[CH:7]=[CH:6][C:5]([F:8])=[CH:4][C:3]=1[C:9]1[CH:18]=[CH:17][C:16]2[C:11](=[CH:12][CH:13]=[C:14]([OH:19])[CH:15]=2)[C:10]=1[C:21]([C:23]1[CH:28]=[CH:27][C:26]([O:29][CH2:30][CH2:31][N:32]2[CH2:37][CH2:36][CH2:35][CH2:34][CH2:33]2)=[CH:25][CH:24]=1)=[O:22]. The yield is 0.860. (7) The reactants are [Br:1][C:2]1[CH:8]=[C:7]([O:9]C)[C:5]([NH2:6])=[CH:4][C:3]=1[Cl:11].B(Br)(Br)Br. The catalyst is C(Cl)Cl. The product is [NH2:6][C:5]1[CH:4]=[C:3]([Cl:11])[C:2]([Br:1])=[CH:8][C:7]=1[OH:9]. The yield is 0.972.